This data is from Reaction yield outcomes from USPTO patents with 853,638 reactions. The task is: Predict the reaction yield, written as a fraction of the theoretical maximum amount of product (1.0 means a 100% yield; for example, 0.34 means a 34% yield). (1) The reactants are C([O:5][C:6]([C:8]1[NH:9][C:10]2[C:15]([C:16]=1[NH:17][C:18]1[CH:23]=[CH:22][N:21]=[CH:20][CH:19]=1)=[C:14]([F:24])[CH:13]=[CH:12][CH:11]=2)=[O:7])(C)(C)C.[F:25][C:26]([F:31])([F:30])[C:27]([OH:29])=[O:28].ClCCl. No catalyst specified. The product is [F:25][C:26]([F:31])([F:30])[C:27]([OH:29])=[O:28].[F:24][C:14]1[CH:13]=[CH:12][CH:11]=[C:10]2[C:15]=1[C:16]([NH:17][C:18]1[CH:23]=[CH:22][N:21]=[CH:20][CH:19]=1)=[C:8]([C:6]([OH:7])=[O:5])[NH:9]2. The yield is 0.880. (2) The reactants are [Br:1][C:2]1[CH:7]=[C:6]([F:8])[CH:5]=[C:4]([Br:9])[C:3]=1I.C([Mg]Cl)(C)C.CN([CH:19]=[O:20])C. The catalyst is C1(C)C=CC=CC=1. The product is [Br:1][C:2]1[CH:7]=[C:6]([F:8])[CH:5]=[C:4]([Br:9])[C:3]=1[CH:19]=[O:20]. The yield is 0.540. (3) The reactants are FC(F)(F)[C:3]1[CH:4]=[C:5]([CH:19]=[CH:20][CH:21]=1)[CH2:6][O:7][N:8]1C(=O)C2=CC=CC=C2C1=O.O.NN.[Cl:27][CH2:28]Cl.[CH2:30](O)[CH3:31]. No catalyst specified. The product is [ClH:27].[CH:30]([C:21]1[CH:3]=[CH:4][C:5]([CH2:6][O:7][NH2:8])=[CH:19][CH:20]=1)([CH3:31])[CH3:28]. The yield is 0.130. (4) The catalyst is ClC1C=CC=CC=1Cl.Cl[Cu]. The reactants are Br[CH:2]([C:7]1[CH:12]=[C:11]([Cl:13])[CH:10]=[C:9]([Cl:14])[CH:8]=1)[C:3]([F:6])([F:5])[F:4].[CH:15]([C:17]1[CH:22]=[CH:21][C:20]([N:23]2[CH:27]=[N:26][CH:25]=[N:24]2)=[CH:19][CH:18]=1)=[CH2:16].N1C=CC=CC=1C1C=CC=CN=1. The yield is 0.320. The product is [Cl:14][C:9]1[CH:8]=[C:7]([CH:2]([C:3]([F:6])([F:5])[F:4])/[CH:16]=[CH:15]/[C:17]2[CH:18]=[CH:19][C:20]([N:23]3[CH:27]=[N:26][CH:25]=[N:24]3)=[CH:21][CH:22]=2)[CH:12]=[C:11]([Cl:13])[CH:10]=1. (5) The reactants are [OH-].[Na+].[S:3]1[C:7]2[CH:8]=[C:9]([CH2:12][C:13]#[N:14])[CH:10]=[CH:11][C:6]=2[N:5]=[CH:4]1.Br[CH2:16][CH2:17]Cl. The catalyst is [Cl-].C([N+](CC)(CC)CC)C1C=CC=CC=1.O. The product is [S:3]1[C:7]2[CH:8]=[C:9]([C:12]3([C:13]#[N:14])[CH2:17][CH2:16]3)[CH:10]=[CH:11][C:6]=2[N:5]=[CH:4]1. The yield is 0.240. (6) The reactants are [F:1][C:2]([F:13])([F:12])[O:3][C:4]1[CH:11]=[CH:10][C:7]([CH:8]=O)=[CH:6][CH:5]=1.[NH2:14][C:15]1[N:16]=[N:17][C:18]([CH3:21])=[CH:19][CH:20]=1.C([O:24][C:25](=O)[C:26](=[O:38])[CH2:27][C:28]([C:30]1[CH:35]=[CH:34][C:33]([C:36]#[N:37])=[CH:32][CH:31]=1)=[O:29])C. No catalyst specified. The product is [OH:38][C:26]1[C:25](=[O:24])[N:14]([C:15]2[N:16]=[N:17][C:18]([CH3:21])=[CH:19][CH:20]=2)[CH:8]([C:7]2[CH:10]=[CH:11][C:4]([O:3][C:2]([F:13])([F:12])[F:1])=[CH:5][CH:6]=2)[C:27]=1[C:28]([C:30]1[CH:31]=[CH:32][C:33]([C:36]#[N:37])=[CH:34][CH:35]=1)=[O:29]. The yield is 0.100. (7) The reactants are [Li]CCCC.Br[C:7]1[CH:8]=[N:9][CH:10]=[CH:11][CH:12]=1.[C:13]([N:18]=[C:19]=[S:20])(=[O:17])[O:14][CH2:15][CH3:16].[Cl-].[NH4+]. The catalyst is CCOCC.C1COCC1. The product is [N:9]1[CH:10]=[CH:11][CH:12]=[C:7]([C:19]([NH:18][C:13](=[O:17])[O:14][CH2:15][CH3:16])=[S:20])[CH:8]=1. The yield is 0.165.